From a dataset of Forward reaction prediction with 1.9M reactions from USPTO patents (1976-2016). Predict the product of the given reaction. (1) Given the reactants [C:9](O[C:9]([O:11][C:12]([CH3:15])([CH3:14])[CH3:13])=[O:10])([O:11][C:12]([CH3:15])([CH3:14])[CH3:13])=[O:10].[Cl:16][C:17]1[C:26]2[CH2:25][NH:24][CH2:23][CH2:22][C:21]=2[N:20]=[C:19]2[CH:27]=[CH:28][C:29]([C:31]#[N:32])=[CH:30][C:18]=12, predict the reaction product. The product is: [Cl:16][C:17]1[C:26]2[CH2:25][N:24]([C:9]([O:11][C:12]([CH3:13])([CH3:14])[CH3:15])=[O:10])[CH2:23][CH2:22][C:21]=2[N:20]=[C:19]2[CH:27]=[CH:28][C:29]([C:31]#[N:32])=[CH:30][C:18]=12. (2) Given the reactants [N:1]([C:4]1[CH:5]=[C:6]([CH2:12][CH:13]([O:19][CH2:20][CH2:21]C)[C:14]([O:16]CC)=[O:15])[CH:7]=[CH:8][C:9]=1[O:10][CH3:11])=[C:2]=[O:3].[Cl:23][C:24]1[CH:31]=[C:30]([Cl:32])[CH:29]=[CH:28][C:25]=1[CH2:26][OH:27].N1C=CC=C[CH:34]=1, predict the reaction product. The product is: [Cl:23][C:24]1[CH:31]=[C:30]([Cl:32])[CH:29]=[CH:28][C:25]=1[CH2:26][O:27][C:2]([NH:1][C:4]1[CH:5]=[C:6]([CH2:12][CH:13]([O:19][CH:20]([CH3:21])[CH3:34])[C:14]([OH:16])=[O:15])[CH:7]=[CH:8][C:9]=1[O:10][CH3:11])=[O:3].